From a dataset of Reaction yield outcomes from USPTO patents with 853,638 reactions. Predict the reaction yield, written as a fraction of the theoretical maximum amount of product (1.0 means a 100% yield; for example, 0.34 means a 34% yield). The reactants are COC1C=CC(C[N:8](CC2C=CC(OC)=CC=2)[C:9]2[N:14]=[C:13]([CH3:15])[N:12]=[C:11]([C:16]3[C:17]([NH:22][C:23]4[CH:24]=[N:25][CH:26]=[C:27]([CH3:29])[CH:28]=4)=[N:18][CH:19]=[CH:20][CH:21]=3)[N:10]=2)=CC=1. The catalyst is C(O)(C(F)(F)F)=O. The product is [CH3:15][C:13]1[N:12]=[C:11]([C:16]2[C:17]([NH:22][C:23]3[CH:24]=[N:25][CH:26]=[C:27]([CH3:29])[CH:28]=3)=[N:18][CH:19]=[CH:20][CH:21]=2)[N:10]=[C:9]([NH2:8])[N:14]=1. The yield is 0.396.